The task is: Predict the reaction yield, written as a fraction of the theoretical maximum amount of product (1.0 means a 100% yield; for example, 0.34 means a 34% yield).. This data is from Reaction yield outcomes from USPTO patents with 853,638 reactions. The reactants are [CH2:1]([N:8]1[CH2:12][CH2:11][CH2:10][C:9]1=[O:13])[C:2]1[CH:7]=[CH:6][CH:5]=[CH:4][CH:3]=1.C([N-]C(C)C)(C)C.[Li+].[C:22]1(=[O:26])[CH2:25][CH2:24][CH2:23]1.B(F)(F)F.CCOCC. The catalyst is O1CCCC1. The product is [CH2:1]([N:8]1[CH2:12][CH2:11][CH:10]([C:22]2([OH:26])[CH2:25][CH2:24][CH2:23]2)[C:9]1=[O:13])[C:2]1[CH:7]=[CH:6][CH:5]=[CH:4][CH:3]=1. The yield is 0.510.